This data is from Full USPTO retrosynthesis dataset with 1.9M reactions from patents (1976-2016). The task is: Predict the reactants needed to synthesize the given product. (1) Given the product [Br:1][C:2]1[N:6]2[C:7](=[O:13])[CH:8]=[C:9]([CH2:11][O:22][C:19]3[CH:20]=[CH:21][C:16]([F:15])=[CH:17][CH:18]=3)[N:10]=[C:5]2[S:4][C:3]=1[CH3:14], predict the reactants needed to synthesize it. The reactants are: [Br:1][C:2]1[N:6]2[C:7](=[O:13])[CH:8]=[C:9]([CH2:11]Cl)[N:10]=[C:5]2[S:4][C:3]=1[CH3:14].[F:15][C:16]1[CH:21]=[CH:20][C:19]([OH:22])=[CH:18][CH:17]=1.[I-].[K+].C(=O)([O-])[O-].[K+].[K+]. (2) Given the product [O:19]=[S:11]1(=[O:20])[C:12]2[CH:18]=[CH:17][CH:16]=[CH:15][C:13]=2[NH:14][C:9]([C:6]2[C:7](=[O:8])[N:2]([N:1]=[CH:25][C:26]3[CH:31]=[CH:30][CH:29]=[CH:28][CH:27]=3)[C:3]3[CH:24]=[CH:23][S:22][C:4]=3[C:5]=2[OH:21])=[N:10]1, predict the reactants needed to synthesize it. The reactants are: [NH2:1][N:2]1[C:7](=[O:8])[C:6]([C:9]2[NH:14][C:13]3[CH:15]=[CH:16][CH:17]=[CH:18][C:12]=3[S:11](=[O:20])(=[O:19])[N:10]=2)=[C:5]([OH:21])[C:4]2[S:22][CH:23]=[CH:24][C:3]1=2.[CH:25](=O)[C:26]1[CH:31]=[CH:30][CH:29]=[CH:28][CH:27]=1. (3) Given the product [C:1]([O:5][C:6]([N:8]1[C@@H:12]([CH2:13][CH2:14][C:15]2[CH:16]=[CH:17][C:18]([NH:21][C:29](=[O:30])[C:28]3[CH:32]=[CH:33][C:25]([Cl:24])=[CH:26][CH:27]=3)=[CH:19][CH:20]=2)[CH2:11][O:10][C:9]1([CH3:23])[CH3:22])=[O:7])([CH3:4])([CH3:2])[CH3:3], predict the reactants needed to synthesize it. The reactants are: [C:1]([O:5][C:6]([N:8]1[C@@H:12]([CH2:13][CH2:14][C:15]2[CH:20]=[CH:19][C:18]([NH2:21])=[CH:17][CH:16]=2)[CH2:11][O:10][C:9]1([CH3:23])[CH3:22])=[O:7])([CH3:4])([CH3:3])[CH3:2].[Cl:24][C:25]1[CH:33]=[CH:32][C:28]([C:29](O)=[O:30])=[CH:27][CH:26]=1.CN1CCOCC1.CN(C(ON1N=NC2C=CC=CC1=2)=[N+](C)C)C.[B-](F)(F)(F)F. (4) The reactants are: [F:1][C:2]1[CH:3]=[C:4]([CH2:8][S:9][C:10]2[N:15]=[C:14]([OH:16])[CH:13]=[C:12]([CH3:17])[N:11]=2)[CH:5]=[N:6][CH:7]=1.[ClH:18].O1CCOCC1. Given the product [ClH:18].[F:1][C:2]1[CH:3]=[C:4]([CH2:8][S:9][C:10]2[N:15]=[C:14]([OH:16])[CH:13]=[C:12]([CH3:17])[N:11]=2)[CH:5]=[N:6][CH:7]=1, predict the reactants needed to synthesize it.